Dataset: Full USPTO retrosynthesis dataset with 1.9M reactions from patents (1976-2016). Task: Predict the reactants needed to synthesize the given product. (1) Given the product [F:1][C:2]1[CH:7]=[C:6]([F:8])[CH:5]=[CH:4][C:3]=1[N:9]1[C:13]([C:14]2[CH:19]=[CH:18][C:17]3=[N:20][O:22][C:32]([C:23]4[CH:28]=[CH:27][C:26]([CH3:29])=[CH:25][CH:24]=4)=[C:16]3[CH:15]=2)=[CH:12][CH:11]=[N:10]1, predict the reactants needed to synthesize it. The reactants are: [F:1][C:2]1[CH:7]=[C:6]([F:8])[CH:5]=[CH:4][C:3]=1[N:9]1[C:13]([C:14]2[CH:19]=[CH:18][C:17]([N+:20]([O-:22])=O)=[CH:16][CH:15]=2)=[CH:12][CH:11]=[N:10]1.[C:23]1([CH3:32])[CH:28]=[CH:27][C:26]([CH2:29]C#N)=[CH:25][CH:24]=1. (2) Given the product [Br:1][C:2]1[C:7](=[O:8])[N:6]([C:9]2[CH:10]=[C:11]([CH:20]=[CH:21][C:22]=2[CH3:23])[C:12]([NH:14][CH2:15][C@H:16]([OH:17])[CH3:35])=[O:13])[CH:5]=[N:4][C:3]=1[O:24][CH2:25][C:26]1[CH:31]=[CH:30][C:29]([F:32])=[CH:28][C:27]=1[F:33], predict the reactants needed to synthesize it. The reactants are: [Br:1][C:2]1[C:7](=[O:8])[N:6]([C:9]2[CH:10]=[C:11]([CH:20]=[CH:21][C:22]=2[CH3:23])[C:12]([NH:14][CH2:15][C:16](NC)=[O:17])=[O:13])[CH:5]=[N:4][C:3]=1[O:24][CH2:25][C:26]1[CH:31]=[CH:30][C:29]([F:32])=[CH:28][C:27]=1[F:33].N[CH2:35][C@H](O)C.CN1CCOCC1. (3) Given the product [OH:1][CH2:2][CH2:3][CH2:4][CH2:5][C:6]1[CH:7]=[C:8]2[C:13](=[C:14]([CH2:16][CH2:17][CH2:18][CH2:19][OH:20])[CH:15]=1)[O:12][C:11](=[O:21])[C:10]([C:22]1[CH:27]=[CH:26][C:25]([O:28][CH3:29])=[CH:24][CH:23]=1)=[CH:9]2, predict the reactants needed to synthesize it. The reactants are: [OH:1][CH2:2][CH2:3][C:4]#[C:5][C:6]1[CH:7]=[C:8]2[C:13](=[C:14]([C:16]#[C:17][CH2:18][CH2:19][OH:20])[CH:15]=1)[O:12][C:11](=[O:21])[C:10]([C:22]1[CH:27]=[CH:26][C:25]([O:28][CH3:29])=[CH:24][CH:23]=1)=[CH:9]2. (4) Given the product [CH2:24]([O:23][C:21]([CH2:20][CH2:19][C:17]1[C:16]([O:26][CH3:27])=[CH:15][C:14]([O:28][CH3:29])=[C:13]([C:12]2[N:8]([C:3]3[CH:4]=[CH:5][CH:6]=[CH:7][C:2]=3[F:1])[N:9]=[CH:10][CH:11]=2)[CH:18]=1)=[O:22])[CH3:25], predict the reactants needed to synthesize it. The reactants are: [F:1][C:2]1[CH:7]=[CH:6][CH:5]=[CH:4][C:3]=1[N:8]1[C:12]([C:13]2[C:14]([O:28][CH3:29])=[CH:15][C:16]([O:26][CH3:27])=[C:17]([CH:19]=[CH:20][C:21]([O:23][CH2:24][CH3:25])=[O:22])[CH:18]=2)=[CH:11][CH:10]=[N:9]1. (5) Given the product [O:28]1[CH2:29][CH2:30][CH2:31][O:26][CH:27]1[CH2:32][CH2:33][N:34]1[C:42]2[C:37](=[CH:38][C:39]([O:43][CH:44]([F:46])[F:45])=[CH:40][CH:41]=2)[C:36]([C:2]2[N:3]=[C:4]3[C:10]([C:11]([NH:13][C:14]([CH3:17])([CH3:16])[CH3:15])=[O:12])=[CH:9][N:8]([CH2:18][O:19][CH2:20][CH2:21][Si:22]([CH3:25])([CH3:24])[CH3:23])[C:5]3=[N:6][CH:7]=2)=[N:35]1, predict the reactants needed to synthesize it. The reactants are: Br[C:2]1[N:3]=[C:4]2[C:10]([C:11]([NH:13][C:14]([CH3:17])([CH3:16])[CH3:15])=[O:12])=[CH:9][N:8]([CH2:18][O:19][CH2:20][CH2:21][Si:22]([CH3:25])([CH3:24])[CH3:23])[C:5]2=[N:6][CH:7]=1.[O:26]1[CH2:31][CH2:30][CH2:29][O:28][CH:27]1[CH2:32][CH2:33][N:34]1[C:42]2[C:37](=[CH:38][C:39]([O:43][CH:44]([F:46])[F:45])=[CH:40][CH:41]=2)[C:36]([Sn](CCCC)(CCCC)CCCC)=[N:35]1.